This data is from Forward reaction prediction with 1.9M reactions from USPTO patents (1976-2016). The task is: Predict the product of the given reaction. (1) Given the reactants [Cl:1][C:2]1[CH:3]=[C:4]([C@H:9]([NH:12][C:13](=[O:19])[O:14][C:15]([CH3:18])([CH3:17])[CH3:16])[CH2:10][OH:11])[CH:5]=[CH:6][C:7]=1[F:8].C(Cl)Cl.[CH3:23][S:24](Cl)(=[O:26])=[O:25], predict the reaction product. The product is: [CH3:23][S:24]([O:11][CH2:10][C@@H:9]([NH:12][C:13]([O:14][C:15]([CH3:16])([CH3:18])[CH3:17])=[O:19])[C:4]1[CH:5]=[CH:6][C:7]([F:8])=[C:2]([Cl:1])[CH:3]=1)(=[O:26])=[O:25]. (2) Given the reactants [Cl:1][C:2]1[CH:19]=[C:18]([F:20])[C:5]2[N:6]([CH2:11][CH2:12][CH2:13][C:14]([F:17])([F:16])[F:15])[C:7]([CH2:9]Cl)=[N:8][C:4]=2[CH:3]=1.ClC1C=C(F)C2N(CCC(F)(F)F)C(CCl)=NC=2C=1.[CH3:40][S:41]([C:44]1[C:52]2[C:47](=[CH:48][N:49]=[CH:50][CH:51]=2)[NH:46][N:45]=1)(=[O:43])=[O:42].CS(C1C2C(=CN=CC=2)NN=1)(=O)=O, predict the reaction product. The product is: [Cl:1][C:2]1[CH:19]=[C:18]([F:20])[C:5]2[N:6]([CH2:11][CH2:12][CH2:13][C:14]([F:17])([F:16])[F:15])[C:7]([CH2:9][N:46]3[C:47]4=[CH:48][N:49]=[CH:50][CH:51]=[C:52]4[C:44]([S:41]([CH3:40])(=[O:42])=[O:43])=[N:45]3)=[N:8][C:4]=2[CH:3]=1.